Dataset: HIV replication inhibition screening data with 41,000+ compounds from the AIDS Antiviral Screen. Task: Binary Classification. Given a drug SMILES string, predict its activity (active/inactive) in a high-throughput screening assay against a specified biological target. (1) The compound is CCOC(=O)C1=C2N=C(O)C(C(=O)OCC)=C2N=C1O. The result is 0 (inactive). (2) The drug is O=C(NN=C1C(=O)N(c2ccc(Cl)cc2Cl)C(=O)C(=O)C1c1nc2ccccc2o1)c1ccccc1O. The result is 0 (inactive).